Dataset: Catalyst prediction with 721,799 reactions and 888 catalyst types from USPTO. Task: Predict which catalyst facilitates the given reaction. (1) Reactant: [CH2:1]([O:8][C:9](=[O:34])[NH:10][CH2:11][CH:12]1[CH2:17][CH2:16][CH:15]([C:18](=[O:33])[NH:19][CH2:20][C:21](=[O:32])[C:22]2[CH:27]=[CH:26][CH:25]=[C:24]([C:28]([F:31])([F:30])[F:29])[CH:23]=2)[CH2:14][CH2:13]1)[C:2]1[CH:7]=[CH:6][CH:5]=[CH:4][CH:3]=1.[H-].[Na+].[CH3:37]I. Product: [CH2:1]([O:8][C:9](=[O:34])[NH:10][CH2:11][CH:12]1[CH2:17][CH2:16][CH:15]([C:18](=[O:33])[NH:19][CH:20]([CH3:37])[C:21](=[O:32])[C:22]2[CH:27]=[CH:26][CH:25]=[C:24]([C:28]([F:29])([F:30])[F:31])[CH:23]=2)[CH2:14][CH2:13]1)[C:2]1[CH:3]=[CH:4][CH:5]=[CH:6][CH:7]=1. The catalyst class is: 3. (2) Reactant: C1(P(C2C=CC=CC=2)C2C=CC=CC=2)C=CC=CC=1.CC(OC(/N=N/C(OC(C)C)=O)=O)C.[Br:34][C:35]1[CH:40]=[CH:39][C:38]([OH:41])=[C:37]([N+:42]([O-:44])=[O:43])[CH:36]=1.[Cl:45][C:46]1[CH:51]=[CH:50][C:49]([CH:52](O)[CH2:53][CH2:54][CH3:55])=[CH:48][CH:47]=1. Product: [Br:34][C:35]1[CH:40]=[CH:39][C:38]([O:41][CH:52]([C:49]2[CH:48]=[CH:47][C:46]([Cl:45])=[CH:51][CH:50]=2)[CH2:53][CH2:54][CH3:55])=[C:37]([N+:42]([O-:44])=[O:43])[CH:36]=1. The catalyst class is: 387. (3) Reactant: [CH3:1][O:2][C:3](=[O:23])[CH:4]([CH3:22])[CH2:5][N:6]([C:12]1[C:17]([N+:18]([O-])=O)=[CH:16][N:15]=[C:14]([Cl:21])[N:13]=1)[CH:7]1[CH2:11][CH2:10][CH2:9][CH2:8]1.[H][H]. The catalyst class is: 78. Product: [CH3:1][O:2][C:3](=[O:23])[CH:4]([CH3:22])[CH2:5][N:6]([C:12]1[C:17]([NH2:18])=[CH:16][N:15]=[C:14]([Cl:21])[N:13]=1)[CH:7]1[CH2:8][CH2:9][CH2:10][CH2:11]1. (4) Reactant: [C:1]([O:5][C:6]([N:8]1[CH2:13][CH2:12][CH:11]([C:14]([OH:16])=O)[CH2:10][CH2:9]1)=[O:7])([CH3:4])([CH3:3])[CH3:2].C(N1C=CN=C1)(N1C=CN=C1)=O.C(=O)=O.O/[N:33]=[C:34](\[NH2:44])/[CH2:35][C:36]1[CH:41]=[CH:40][C:39]([O:42][CH3:43])=[CH:38][CH:37]=1. Product: [CH3:43][O:42][C:39]1[CH:40]=[CH:41][C:36]([CH2:35][C:34]2[N:33]=[C:14]([CH:11]3[CH2:10][CH2:9][N:8]([C:6]([O:5][C:1]([CH3:2])([CH3:3])[CH3:4])=[O:7])[CH2:13][CH2:12]3)[O:16][N:44]=2)=[CH:37][CH:38]=1. The catalyst class is: 31. (5) Reactant: Br[CH:2]([C:16]1[CH:21]=[CH:20][C:19]([F:22])=[CH:18][CH:17]=1)[C:3]([C:5]1[CH:6]=[CH:7][C:8]2[O:13][CH2:12][C:11](=[O:14])[NH:10][C:9]=2[CH:15]=1)=O.[Br-].[SH:24][C:25]1[CH:50]=[CH:49][CH:48]=[CH:47][C:26]=1[CH2:27][P+](C1C=CC=CC=1)(C1C=CC=CC=1)C1C=CC=CC=1.CC(C)([O-])C.[K+].Cl. Product: [F:22][C:19]1[CH:20]=[CH:21][C:16]([CH:2]2[C:3]([C:5]3[CH:6]=[CH:7][C:8]4[O:13][CH2:12][C:11](=[O:14])[NH:10][C:9]=4[CH:15]=3)=[CH:27][C:26]3[C:25](=[CH:50][CH:49]=[CH:48][CH:47]=3)[S:24]2)=[CH:17][CH:18]=1. The catalyst class is: 90.